Dataset: Peptide-MHC class I binding affinity with 185,985 pairs from IEDB/IMGT. Task: Regression. Given a peptide amino acid sequence and an MHC pseudo amino acid sequence, predict their binding affinity value. This is MHC class I binding data. (1) The binding affinity (normalized) is 0.214. The peptide sequence is VTYNIKPVIV. The MHC is HLA-A02:02 with pseudo-sequence HLA-A02:02. (2) The peptide sequence is KQWIVAGAI. The MHC is HLA-A69:01 with pseudo-sequence HLA-A69:01. The binding affinity (normalized) is 0.0847. (3) The peptide sequence is AEIEDLIFL. The MHC is HLA-B40:01 with pseudo-sequence HLA-B40:01. The binding affinity (normalized) is 1.00. (4) The peptide sequence is WCRVGRGTI. The MHC is HLA-A24:03 with pseudo-sequence HLA-A24:03. The binding affinity (normalized) is 0.119. (5) The peptide sequence is TLYCVHQRI. The MHC is HLA-A11:01 with pseudo-sequence HLA-A11:01. The binding affinity (normalized) is 0.0263. (6) The peptide sequence is GLRWHVRAF. The MHC is HLA-A30:01 with pseudo-sequence HLA-A30:01. The binding affinity (normalized) is 0.0847. (7) The peptide sequence is TVPWPNASL. The MHC is HLA-A02:01 with pseudo-sequence HLA-A02:01. The binding affinity (normalized) is 0.380. (8) The peptide sequence is WIPKRNRSI. The MHC is HLA-A31:01 with pseudo-sequence HLA-A31:01. The binding affinity (normalized) is 0.0847.